Dataset: Catalyst prediction with 721,799 reactions and 888 catalyst types from USPTO. Task: Predict which catalyst facilitates the given reaction. (1) Reactant: [OH:1][CH2:2][CH:3]([N:5]([CH2:13][C:14]1[NH:18][N:17]=[CH:16][CH:15]=1)[C:6](=[O:12])[O:7][C:8]([CH3:11])([CH3:10])[CH3:9])[CH3:4].CCN(CC)CC.[CH3:26][S:27](Cl)(=[O:29])=[O:28]. Product: [CH3:26][S:27]([O:1][CH2:2][CH:3]([N:5]([C:6]([O:7][C:8]([CH3:11])([CH3:10])[CH3:9])=[O:12])[CH2:13][C:14]1[NH:18][N:17]=[CH:16][CH:15]=1)[CH3:4])(=[O:29])=[O:28]. The catalyst class is: 2. (2) Reactant: [F:1][C:2]([F:22])([F:21])[C:3]1[CH:8]=[CH:7][CH:6]=[CH:5][C:4]=1[C:9]1[CH:10]=[CH:11][C:12]2[N:13]([C:15]([C:18](O)=[O:19])=[CH:16][N:17]=2)[N:14]=1.CN(C(ON1N=NC2C=CC=NC1=2)=[N+](C)C)C.F[P-](F)(F)(F)(F)F.[CH2:47]1[C:50]2([CH2:53][N:52]([C:54]3[N:59]=[C:58]([NH2:60])[CH:57]=[CH:56][CH:55]=3)[CH2:51]2)[CH2:49][O:48]1.CCN(C(C)C)C(C)C. The catalyst class is: 5. Product: [CH2:49]1[C:50]2([CH2:51][N:52]([C:54]3[N:59]=[C:58]([NH:60][C:18]([C:15]4[N:13]5[N:14]=[C:9]([C:4]6[CH:5]=[CH:6][CH:7]=[CH:8][C:3]=6[C:2]([F:21])([F:1])[F:22])[CH:10]=[CH:11][C:12]5=[N:17][CH:16]=4)=[O:19])[CH:57]=[CH:56][CH:55]=3)[CH2:53]2)[CH2:47][O:48]1. (3) Reactant: [CH3:1][N:2]([CH2:4][CH2:5][N:6]1[C:20](=[O:21])[C:15]2=[CH:16][C:17]([NH2:19])=[CH:18][C:13]3[C:14]2=[C:9]([CH:10]=[CH:11][CH:12]=3)[C:7]1=[O:8])[CH3:3].[CH2:22]([O:24][C:25]([N:27]=[C:28]=[O:29])=[O:26])[CH3:23].O. Product: [CH2:22]([O:24][C:25](=[O:26])[NH:27][C:28]([NH:19][C:17]1[CH:18]=[C:13]2[CH:12]=[CH:11][CH:10]=[C:9]3[C:14]2=[C:15]([CH:16]=1)[C:20](=[O:21])[N:6]([CH2:5][CH2:4][N:2]([CH3:1])[CH3:3])[C:7]3=[O:8])=[O:29])[CH3:23]. The catalyst class is: 131. (4) Reactant: O/[C:2](=[CH:8]\[C:9](=O)[C:10]1[CH:15]=[CH:14][CH:13]=[CH:12][CH:11]=1)/[C:3]([O:5][CH2:6][CH3:7])=[O:4].O.[NH2:18][NH2:19].Cl. Product: [C:10]1([C:9]2[NH:19][N:18]=[C:2]([C:3]([O:5][CH2:6][CH3:7])=[O:4])[CH:8]=2)[CH:15]=[CH:14][CH:13]=[CH:12][CH:11]=1. The catalyst class is: 8. (5) Reactant: [CH3:1][C:2]1[CH:7]=[CH:6][C:5]([NH:8][C:9](=[O:14])[C:10]([F:13])([F:12])[F:11])=[CH:4][C:3]=1[C:15]([F:18])([F:17])[F:16].[Br:19]N1C(=O)CCC1=O. Product: [Br:19][CH2:1][C:2]1[CH:7]=[CH:6][C:5]([NH:8][C:9](=[O:14])[C:10]([F:13])([F:12])[F:11])=[CH:4][C:3]=1[C:15]([F:16])([F:17])[F:18]. The catalyst class is: 53. (6) Reactant: [S:1]1[CH:5]=[C:4]([CH:6]([N:10]([CH3:17])[C:11]2[CH:16]=[CH:15][CH:14]=[CH:13][CH:12]=2)[C:7]([OH:9])=[O:8])[C:3]2[CH:18]=[CH:19][CH:20]=[CH:21][C:2]1=2.[N:22]12[CH2:29][CH2:28][CH:25]([CH2:26][CH2:27]1)[C@@H:24](O)[CH2:23]2.C1CCC(N=C=NC2CCCCC2)CC1.C1C=CC2N(O)N=NC=2C=1. Product: [S:1]1[CH:5]=[C:4]([CH:6]([N:10]([CH3:17])[C:11]2[CH:16]=[CH:15][CH:14]=[CH:13][CH:12]=2)[C:7]([O:9][C@@H:24]2[CH:25]3[CH2:28][CH2:29][N:22]([CH2:27][CH2:26]3)[CH2:23]2)=[O:8])[C:3]2[CH:18]=[CH:19][CH:20]=[CH:21][C:2]1=2. The catalyst class is: 1. (7) Reactant: [C:1]([O:9][C@@H:10]1[C@@H:33]([O:34][C:35](=[O:42])[C:36]2[CH:41]=[CH:40][CH:39]=[CH:38][CH:37]=2)[C@H:32]([O:43][C:44](=[O:51])[C:45]2[CH:50]=[CH:49][CH:48]=[CH:47][CH:46]=2)[C@@H:31]([C@@H:52]([CH3:62])[O:53][C:54](=[O:61])[C:55]2[CH:60]=[CH:59][CH:58]=[CH:57][CH:56]=2)[O:30][C@H:11]1[O:12][C:13]1[CH:18]=[C:17]([CH2:19][OH:20])[CH:16]=[CH:15][C:14]=1[CH2:21][C:22]1[CH:27]=[CH:26][C:25]([O:28][CH3:29])=[CH:24][CH:23]=1)(=[O:8])[C:2]1[CH:7]=[CH:6][CH:5]=[CH:4][CH:3]=1. Product: [C:1]([O:9][C@@H:10]1[C@@H:33]([O:34][C:35](=[O:42])[C:36]2[CH:41]=[CH:40][CH:39]=[CH:38][CH:37]=2)[C@H:32]([O:43][C:44](=[O:51])[C:45]2[CH:46]=[CH:47][CH:48]=[CH:49][CH:50]=2)[C@@H:31]([C@@H:52]([CH3:62])[O:53][C:54](=[O:61])[C:55]2[CH:60]=[CH:59][CH:58]=[CH:57][CH:56]=2)[O:30][C@H:11]1[O:12][C:13]1[CH:18]=[C:17]([CH:19]=[O:20])[CH:16]=[CH:15][C:14]=1[CH2:21][C:22]1[CH:23]=[CH:24][C:25]([O:28][CH3:29])=[CH:26][CH:27]=1)(=[O:8])[C:2]1[CH:3]=[CH:4][CH:5]=[CH:6][CH:7]=1. The catalyst class is: 428.